Dataset: Catalyst prediction with 721,799 reactions and 888 catalyst types from USPTO. Task: Predict which catalyst facilitates the given reaction. (1) Reactant: [CH:1]1[C:6]([C@H:7]2[C@H:12]([CH2:13][O:14][C:15]3[CH:16]=[CH:17][C:18]4[O:23][CH2:22][O:21][C:19]=4[CH:20]=3)[CH2:11][NH:10][CH2:9][CH2:8]2)=[CH:5][CH:4]=[C:3]([F:24])[CH:2]=1.Cl.CC(O)C.C1(C)C=CC=CC=1.[OH-].[K+]. Product: [CH:5]1[C:6]([C@H:7]2[C@H:12]([CH2:13][O:14][C:15]3[CH:16]=[CH:17][C:18]4[O:23][CH2:22][O:21][C:19]=4[CH:20]=3)[CH2:11][NH:10][CH2:9][CH2:8]2)=[CH:1][CH:2]=[C:3]([F:24])[CH:4]=1. The catalyst class is: 6. (2) Product: [N:15]([CH2:40][C:33]1[CH:34]=[C:35]([N+:37]([O-:39])=[O:38])[CH:36]=[C:31]([O:30][CH3:29])[CH:32]=1)=[N+:16]=[N-:17]. The catalyst class is: 11. Reactant: C1(P([N:15]=[N+:16]=[N-:17])(C2C=CC=CC=2)=O)C=CC=CC=1.N12CCCN=C1CCCCC2.[CH3:29][O:30][C:31]1[CH:32]=[C:33]([CH2:40]O)[CH:34]=[C:35]([N+:37]([O-:39])=[O:38])[CH:36]=1. (3) Reactant: I[C:2]1[CH:12]=[CH:11][C:5]([C:6]([O:8][CH2:9][CH3:10])=[O:7])=[CH:4][CH:3]=1.[CH3:13][C:14]1([CH3:21])[CH2:17][CH:16]([C:18](Cl)=[O:19])[CH2:15]1. Product: [CH2:9]([O:8][C:6](=[O:7])[C:5]1[CH:11]=[CH:12][C:2]([C:18]([CH:16]2[CH2:17][C:14]([CH3:21])([CH3:13])[CH2:15]2)=[O:19])=[CH:3][CH:4]=1)[CH3:10]. The catalyst class is: 632. (4) Reactant: [OH:1]OS([O-])=O.[K+].[Cl:7][C:8]1[CH:9]=[C:10]2[C:15](=[CH:16][CH:17]=1)[CH:14]=[C:13]([S:18][CH2:19][C@@H:20]([NH:39][C:40](=[O:46])[O:41][C:42]([CH3:45])([CH3:44])[CH3:43])[C:21]([N:23]1[CH2:28][CH2:27][CH:26]([N:29]3[CH2:33][C:32]4=[CH:34][N:35]=[C:36]([CH3:37])[N:31]4[C:30]3=[O:38])[CH2:25][CH2:24]1)=[O:22])[CH:12]=[CH:11]2.[OH2:47]. Product: [Cl:7][C:8]1[CH:9]=[C:10]2[C:15](=[CH:16][CH:17]=1)[CH:14]=[C:13]([S:18]([CH2:19][C@@H:20]([NH:39][C:40](=[O:46])[O:41][C:42]([CH3:43])([CH3:45])[CH3:44])[C:21]([N:23]1[CH2:24][CH2:25][CH:26]([N:29]3[CH2:33][C:32]4=[CH:34][N:35]=[C:36]([CH3:37])[N:31]4[C:30]3=[O:38])[CH2:27][CH2:28]1)=[O:22])(=[O:1])=[O:47])[CH:12]=[CH:11]2. The catalyst class is: 5. (5) Reactant: [CH3:1][O:2][C:3]1[CH:21]=[CH:20][C:6]([CH2:7][N:8]2[C:16]3[C:11](=[CH:12][CH:13]=[C:14](Br)[CH:15]=3)[C:10]([CH2:18][CH3:19])=[N:9]2)=[CH:5][CH:4]=1.[CH3:22][N:23]1[CH2:28][CH2:27][NH:26][CH2:25][CH2:24]1.C([O-])([O-])=O.[Cs+].[Cs+].C1C=CC(P(C2C(C3C(P(C4C=CC=CC=4)C4C=CC=CC=4)=CC=C4C=3C=CC=C4)=C3C(C=CC=C3)=CC=2)C2C=CC=CC=2)=CC=1. Product: [CH3:1][O:2][C:3]1[CH:21]=[CH:20][C:6]([CH2:7][N:8]2[C:16]3[C:11](=[CH:12][CH:13]=[C:14]([N:26]4[CH2:27][CH2:28][N:23]([CH3:22])[CH2:24][CH2:25]4)[CH:15]=3)[C:10]([CH2:18][CH3:19])=[N:9]2)=[CH:5][CH:4]=1. The catalyst class is: 222.